Dataset: Reaction yield outcomes from USPTO patents with 853,638 reactions. Task: Predict the reaction yield, written as a fraction of the theoretical maximum amount of product (1.0 means a 100% yield; for example, 0.34 means a 34% yield). (1) The reactants are [CH3:1][N:2]1[CH2:7][CH2:6][NH:5][CH2:4][CH2:3]1.CS([C:12]1[N:17]=[C:16]([Sn:18]([CH2:27][CH2:28][CH2:29][CH3:30])([CH2:23][CH2:24][CH2:25][CH3:26])[CH2:19][CH2:20][CH2:21][CH3:22])[CH:15]=[CH:14][N:13]=1)(=O)=O.O1CCOCC1. The catalyst is O. The product is [CH3:1][N:2]1[CH2:7][CH2:6][N:5]([C:12]2[N:17]=[C:16]([Sn:18]([CH2:23][CH2:24][CH2:25][CH3:26])([CH2:27][CH2:28][CH2:29][CH3:30])[CH2:19][CH2:20][CH2:21][CH3:22])[CH:15]=[CH:14][N:13]=2)[CH2:4][CH2:3]1. The yield is 0.560. (2) The reactants are C1(P(=O)(C2C=CC=CC=2)C2C=CC=CC=2)C=CC=CC=1.FC(F)(F)S(OS(C(F)(F)F)(=O)=O)(=O)=O.C([S:43][C:44]([CH3:82])([CH2:59][NH:60][C:61]([C:63]1[NH:64][C:65]2[C:70]([CH:71]=1)=[CH:69][CH:68]=[CH:67][C:66]=2[N:72]([CH3:81])[S:73]([C:76]1[S:77][CH:78]=[CH:79][CH:80]=1)(=[O:75])=[O:74])=O)[CH2:45][N:46]1[CH2:51][CH2:50][N:49](C(OC(C)(C)C)=O)[CH2:48][CH2:47]1)C1C=CC=CC=1.C(=O)([O-])O.[Na+]. The catalyst is C(#N)C. The product is [CH3:81][N:72]([C:66]1[CH:67]=[CH:68][CH:69]=[C:70]2[C:65]=1[NH:64][C:63]([C:61]1[S:43][C:44]([CH3:82])([CH2:45][N:46]3[CH2:51][CH2:50][NH:49][CH2:48][CH2:47]3)[CH2:59][N:60]=1)=[CH:71]2)[S:73]([C:76]1[S:77][CH:78]=[CH:79][CH:80]=1)(=[O:75])=[O:74]. The yield is 0.450. (3) The reactants are [CH2:1]([C@@H:3]1[CH2:7][N:6]([C:8]([O:10][C:11]([CH3:14])([CH3:13])[CH3:12])=[O:9])[C@H:5]([C:15]([O:17]CC2C=CC=CC=2)=[O:16])[CH2:4]1)[CH3:2]. The catalyst is CO.[Pd]. The product is [C:11]([O:10][C:8]([N:6]1[CH2:7][C@@H:3]([CH2:1][CH3:2])[CH2:4][C@H:5]1[C:15]([OH:17])=[O:16])=[O:9])([CH3:12])([CH3:13])[CH3:14]. The yield is 0.770. (4) The reactants are [F:1][C:2]1[CH:7]=[CH:6][CH:5]=[C:4]([CH3:8])[C:3]=1[OH:9].[Br:10]N1C(=O)CCC1=O. The catalyst is C(O)(=O)C. The product is [Br:10][C:6]1[CH:5]=[C:4]([CH3:8])[C:3]([OH:9])=[C:2]([F:1])[CH:7]=1. The yield is 0.880. (5) The reactants are [C:1]1([C:7]2[N:12]=[CH:11][C:10]([C:13](=[O:15])[CH3:14])=[CH:9][N:8]=2)[CH:6]=[CH:5][CH:4]=[CH:3][CH:2]=1.[Br-:16].[Br-].[Br-].C([N+](CCCC)(CCCC)CCCC)CCC.C([N+](CCCC)(CCCC)CCCC)CCC.C([N+](CCCC)(CCCC)CCCC)CCC. The catalyst is ClCCl. The product is [Br:16][CH2:14][C:13]([C:10]1[CH:9]=[N:8][C:7]([C:1]2[CH:2]=[CH:3][CH:4]=[CH:5][CH:6]=2)=[N:12][CH:11]=1)=[O:15]. The yield is 0.790. (6) The reactants are [O:1]=[C:2]1[CH2:7][CH2:6][CH:5]([N:8]2[C:13](=[O:14])[C:12]([CH2:15][C:16]3[CH:21]=[CH:20][C:19]([C:22]4[CH:27]=[CH:26][CH:25]=[CH:24][C:23]=4[C:28]4[NH:32][C:31](=[O:33])[O:30][N:29]=4)=[CH:18][CH:17]=3)=[C:11]([CH2:34][CH2:35][CH3:36])[N:10]3[N:37]=[CH:38][N:39]=[C:9]23)[CH2:4][CH2:3]1.[BH4-].[Na+]. The catalyst is CO. The product is [OH:1][CH:2]1[CH2:7][CH2:6][CH:5]([N:8]2[C:13](=[O:14])[C:12]([CH2:15][C:16]3[CH:17]=[CH:18][C:19]([C:22]4[CH:27]=[CH:26][CH:25]=[CH:24][C:23]=4[C:28]4[NH:32][C:31](=[O:33])[O:30][N:29]=4)=[CH:20][CH:21]=3)=[C:11]([CH2:34][CH2:35][CH3:36])[N:10]3[N:37]=[CH:38][N:39]=[C:9]23)[CH2:4][CH2:3]1. The yield is 0.660. (7) The reactants are [CH3:1][O:2][CH2:3][CH2:4][O:5][CH2:6][O:7][C:8]1[C:13]([C:14]2[CH:19]=[CH:18][CH:17]=[CH:16][CH:15]=2)=[CH:12][C:11]([OH:20])=[CH:10][C:9]=1[C:21]1[CH:26]=[CH:25][CH:24]=[CH:23][CH:22]=1.C([O-])([O-])=O.[K+].[K+].Br[CH2:34][CH2:35][CH2:36][CH3:37]. The catalyst is CN(C=O)C.O.CCOC(C)=O. The product is [CH3:1][O:2][CH2:3][CH2:4][O:5][CH2:6][O:7][C:8]1[C:13]([C:14]2[CH:19]=[CH:18][CH:17]=[CH:16][CH:15]=2)=[CH:12][C:11]([O:20][CH2:34][CH2:35][CH2:36][CH3:37])=[CH:10][C:9]=1[C:21]1[CH:26]=[CH:25][CH:24]=[CH:23][CH:22]=1. The yield is 0.920. (8) The reactants are [C:1]([NH:24][C:25]1[CH:26]=[CH:27][C:28]([OH:35])=[C:29]([CH:34]=1)[C:30]([O:32]C)=[O:31])(=[O:23])[CH2:2][CH2:3][CH:4]=[CH:5][CH2:6][CH:7]=[CH:8][CH2:9][CH:10]=[CH:11][CH2:12][CH:13]=[CH:14][CH2:15][CH:16]=[CH:17][CH2:18][CH:19]=[CH:20][CH2:21][CH3:22].Cl. The catalyst is [OH-].[Na+].CO. The product is [C:1]([NH:24][C:25]1[CH:26]=[CH:27][C:28]([OH:35])=[C:29]([CH:34]=1)[C:30]([OH:32])=[O:31])(=[O:23])[CH2:2][CH2:3][CH:4]=[CH:5][CH2:6][CH:7]=[CH:8][CH2:9][CH:10]=[CH:11][CH2:12][CH:13]=[CH:14][CH2:15][CH:16]=[CH:17][CH2:18][CH:19]=[CH:20][CH2:21][CH3:22]. The yield is 0.900. (9) The reactants are [CH2:1]1[C:5]2([CH2:10][C:9](=O)[CH2:8][CH2:7][O:6]2)[CH2:4][CH2:3][CH2:2]1.[CH3:12][O:13][C:14](=[O:18])[CH2:15][C:16]#[N:17].C([O-])(=O)C.[NH4+].C(O)(=O)C. The catalyst is C1C=CC=CC=1.CCCCCC.CCOC(C)=O. The product is [C:16]([C:15](=[C:9]1[CH2:10][C:5]2([CH2:4][CH2:3][CH2:2][CH2:1]2)[O:6][CH2:7][CH2:8]1)[C:14]([O:13][CH3:12])=[O:18])#[N:17]. The yield is 0.878. (10) The reactants are C(OC([NH:8][C:9]1[S:13][C:12]([C:14]2[C:19]([F:20])=[CH:18][CH:17]=[CH:16][C:15]=2[F:21])=[N:11][C:10]=1[C:22]([NH:24][C:25]1[C:26]([N:34]2[CH2:39][CH2:38][CH2:37][C:36]([NH:41]C(=O)OC(C)(C)C)([CH3:40])[CH2:35]2)=[C:27]2[CH2:33][CH2:32][CH2:31][C:28]2=[N:29][CH:30]=1)=[O:23])=O)(C)(C)C.C(O)(C(F)(F)F)=O. The catalyst is C(Cl)Cl. The product is [NH2:8][C:9]1[S:13][C:12]([C:14]2[C:19]([F:20])=[CH:18][CH:17]=[CH:16][C:15]=2[F:21])=[N:11][C:10]=1[C:22]([NH:24][C:25]1[C:26]([N:34]2[CH2:39][CH2:38][CH2:37][C:36]([NH2:41])([CH3:40])[CH2:35]2)=[C:27]2[CH2:33][CH2:32][CH2:31][C:28]2=[N:29][CH:30]=1)=[O:23]. The yield is 0.590.